This data is from Merck oncology drug combination screen with 23,052 pairs across 39 cell lines. The task is: Regression. Given two drug SMILES strings and cell line genomic features, predict the synergy score measuring deviation from expected non-interaction effect. (1) Drug 1: O=C(O)C1(Cc2cccc(Nc3nccs3)n2)CCC(Oc2cccc(Cl)c2F)CC1. Drug 2: CC1(c2nc3c(C(N)=O)cccc3[nH]2)CCCN1. Cell line: UACC62. Synergy scores: synergy=21.4. (2) Drug 1: O=C(O)C1(Cc2cccc(Nc3nccs3)n2)CCC(Oc2cccc(Cl)c2F)CC1. Drug 2: CCC1(O)C(=O)OCc2c1cc1n(c2=O)Cc2cc3c(CN(C)C)c(O)ccc3nc2-1. Cell line: A427. Synergy scores: synergy=-18.6.